Dataset: Full USPTO retrosynthesis dataset with 1.9M reactions from patents (1976-2016). Task: Predict the reactants needed to synthesize the given product. Given the product [CH2:1]([C:3]1[CH:4]=[CH:5][C:6]([CH2:9][CH2:10][O:11][C:12]2[CH:13]=[CH:14][C:15]([NH2:18])=[CH:16][CH:17]=2)=[N:7][CH:8]=1)[CH3:2], predict the reactants needed to synthesize it. The reactants are: [CH2:1]([C:3]1[CH:4]=[CH:5][C:6]([CH2:9][CH2:10][O:11][C:12]2[CH:17]=[CH:16][C:15]([N+:18]([O-])=O)=[CH:14][CH:13]=2)=[N:7][CH:8]=1)[CH3:2].